From a dataset of Full USPTO retrosynthesis dataset with 1.9M reactions from patents (1976-2016). Predict the reactants needed to synthesize the given product. (1) Given the product [F:25][C:26]1[CH:27]=[C:28]([C@@H:33]2[CH2:38][CH2:37][N:36]([C:39]([O:41][C:42]([CH3:43])([CH3:44])[CH3:45])=[O:40])[CH2:35][C@H:34]2[CH2:46][OH:47])[CH:29]=[CH:30][C:31]=1[F:32], predict the reactants needed to synthesize it. The reactants are: ClC1C=CC([C@@H]2CCN(C(OC(C)(C)C)=O)C[C@H]2C(OC)=O)=CC=1.[F:25][C:26]1[CH:27]=[C:28]([C@@H:33]2[CH2:38][CH2:37][N:36]([C:39]([O:41][C:42]([CH3:45])([CH3:44])[CH3:43])=[O:40])[CH2:35][C@H:34]2[C:46](OC)=[O:47])[CH:29]=[CH:30][C:31]=1[F:32]. (2) Given the product [Br:19][C:20]1[C:21]([NH:25][CH:8]=[C:9]2[C:17]3[C:12](=[CH:13][CH:14]=[CH:15][CH:16]=3)[NH:11][C:10]2=[O:18])=[N:22][NH:23][CH:24]=1, predict the reactants needed to synthesize it. The reactants are: NC1C=CNN=1.O/[CH:8]=[C:9]1\[C:10](=[O:18])[NH:11][C:12]2[C:17]\1=[CH:16][CH:15]=[CH:14][CH:13]=2.[Br:19][C:20]1[C:21]([NH2:25])=[N:22][NH:23][CH:24]=1.